Dataset: Forward reaction prediction with 1.9M reactions from USPTO patents (1976-2016). Task: Predict the product of the given reaction. Given the reactants [OH:1][C:2]1[C:7]2[C:8](=[O:11])[CH2:9][O:10][C:6]=2[CH:5]=[C:4]([OH:12])[CH:3]=1.[CH3:13][O:14][C:15]1[CH:16]=[C:17]2[C:21](=[CH:22][CH:23]=1)[NH:20][C:19]([C:24]1[CH:29]=[CH:28][CH:27]=[CH:26][CH:25]=1)=[C:18]2[CH:30]=O.Cl, predict the reaction product. The product is: [OH:1][C:2]1[C:7]2[C:8](=[O:11])[C:9](=[CH:30][C:18]3[C:17]4[C:21](=[CH:22][CH:23]=[C:15]([O:14][CH3:13])[CH:16]=4)[NH:20][C:19]=3[C:24]3[CH:29]=[CH:28][CH:27]=[CH:26][CH:25]=3)[O:10][C:6]=2[CH:5]=[C:4]([OH:12])[CH:3]=1.